This data is from Forward reaction prediction with 1.9M reactions from USPTO patents (1976-2016). The task is: Predict the product of the given reaction. (1) Given the reactants [N+:1]([C:4]1[N:5]=[CH:6][NH:7][CH:8]=1)([O-:3])=[O:2].Br[CH2:10][CH2:11][C:12]1[CH:16]=[CH:15][S:14][CH:13]=1.CN1C=C([N+]([O-])=O)N=C1, predict the reaction product. The product is: [N+:1]([C:4]1[N:5]=[CH:6][N:7]([CH2:10][CH2:11][C:12]2[CH:16]=[CH:15][S:14][CH:13]=2)[CH:8]=1)([O-:3])=[O:2]. (2) Given the reactants O=C[C@@H]([C@H]([C@@H]([C@@H](CO)O)O)O)O.C([N:24]([CH2:29][C:30]([OH:32])=[O:31])CC(O)=O)C[N:24](CC(O)=O)[CH2:29][C:30]([OH:32])=[O:31].[Na+].[Cl-].[Cl-].[Cl-].[Ca+2].C[C:39]1(C)[S:43][C@@H:42]2[C@H:44](NC([C@H](N)C3C=CC=CC=3)=O)C(=O)N2[C@H]1C(O)=O.C1[C@H](N)[C@@H](O[C@H]2O[C@H](CN)[C@@H](O)[C@H](O)[C@H]2O)[C@H](O)[C@@H](O[C@H]2O[C@H](CO)[C@@H](O)[C@H](N)[C@H]2O)[C@@H]1N.CC1[N+](CC2C=NC(C)=NC=2N)=CSC=1CCO, predict the reaction product. The product is: [NH2:24][C@H:29]([C:30]([OH:32])=[O:31])[CH2:44][CH2:42][S:43][CH3:39]. (3) Given the reactants [F:1][C:2]1[CH:3]=[C:4]([N:11]2[CH2:16][CH2:15][N:14]([C:17]([O:19][C:20]([CH3:23])([CH3:22])[CH3:21])=[O:18])[CH2:13][CH2:12]2)[CH:5]=[C:6](O)[C:7]=1[CH:8]=O.[F:24][C:25]1[CH:26]=[C:27]([CH2:32][C:33]([OH:35])=[O:34])[CH:28]=[C:29]([F:31])[CH:30]=1.Cl.CN(C)CCCN=C=NCC.C(N(CC)C(C)C)(C)C, predict the reaction product. The product is: [F:24][C:25]1[CH:26]=[C:27]([C:32]2[C:33](=[O:35])[O:34][C:6]3[C:7]([CH:8]=2)=[C:2]([F:1])[CH:3]=[C:4]([N:11]2[CH2:12][CH2:13][N:14]([C:17]([O:19][C:20]([CH3:23])([CH3:22])[CH3:21])=[O:18])[CH2:15][CH2:16]2)[CH:5]=3)[CH:28]=[C:29]([F:31])[CH:30]=1. (4) Given the reactants [F:1][C:2]1[CH:40]=[CH:39][C:5]([CH2:6][N:7]2[C:11]3[CH:12]=[N:13][C:14]4[C:15](=[O:29])[N:16]([O:20]COCC[Si](C)(C)C)[CH2:17][CH2:18][C:19]=4[C:10]=3[C:9]([CH2:30][CH2:31][CH2:32][N:33]3[CH2:38][CH2:37][O:36][CH2:35][CH2:34]3)=[CH:8]2)=[CH:4][CH:3]=1.[ClH:41].O1CCOCC1, predict the reaction product. The product is: [F:1][C:2]1[CH:3]=[CH:4][C:5]([CH2:6][N:7]2[C:11]3[CH:12]=[N:13][C:14]4[C:15](=[O:29])[N:16]([OH:20])[CH2:17][CH2:18][C:19]=4[C:10]=3[C:9]([CH2:30][CH2:31][CH2:32][N:33]3[CH2:38][CH2:37][O:36][CH2:35][CH2:34]3)=[CH:8]2)=[CH:39][CH:40]=1.[ClH:41]. (5) Given the reactants [CH2:1]([NH2:4])[CH2:2][CH3:3].I[CH2:6][CH2:7][CH2:8][O:9][C:10]1[CH:15]=[CH:14][C:13]([C:16]2[CH:21]=[CH:20][C:19]([C:22]([O:24][CH2:25][CH3:26])=[O:23])=[CH:18][CH:17]=2)=[CH:12][C:11]=1[C:27]1[CH:36]=[CH:35][C:34]2[C:33]([CH3:38])([CH3:37])[CH2:32][CH2:31][C:30]([CH3:40])([CH3:39])[C:29]=2[CH:28]=1, predict the reaction product. The product is: [CH2:1]([NH:4][CH2:6][CH2:7][CH2:8][O:9][C:10]1[CH:15]=[CH:14][C:13]([C:16]2[CH:17]=[CH:18][C:19]([C:22]([O:24][CH2:25][CH3:26])=[O:23])=[CH:20][CH:21]=2)=[CH:12][C:11]=1[C:27]1[CH:36]=[CH:35][C:34]2[C:33]([CH3:38])([CH3:37])[CH2:32][CH2:31][C:30]([CH3:40])([CH3:39])[C:29]=2[CH:28]=1)[CH2:2][CH3:3]. (6) Given the reactants Cl.C(N(S(C1C=CC([N+]([O-])=O)=CC=1)(=O)=O)[C@H](C(O)=O)CCCCN)C(C)C.COC1C=CC(CC(N[C@H](C(O)=O)CC2C=CC=CC=2)=O)=CC=1.[CH2:51]([N:55]([S:87]([C:90]1[CH:95]=[CH:94][C:93]([N+:96]([O-])=O)=[CH:92][CH:91]=1)(=[O:89])=[O:88])[C@H:56]([C:84]([OH:86])=[O:85])[CH2:57][CH2:58][CH2:59][CH2:60][NH:61][C:62](=[O:83])[C@H:63]([CH2:76][C:77]1[CH:82]=[CH:81][CH:80]=[CH:79][CH:78]=1)[NH:64][C:65](=[O:75])[CH2:66][C:67]1[CH:72]=[CH:71][C:70]([O:73][CH3:74])=[CH:69][CH:68]=1)[CH:52]([CH3:54])[CH3:53], predict the reaction product. The product is: [CH3:54][CH:52]([CH2:51][N:55]([S:87]([C:90]1[CH:95]=[CH:94][C:93]([NH2:96])=[CH:92][CH:91]=1)(=[O:89])=[O:88])[C@H:56]([C:84]([OH:86])=[O:85])[CH2:57][CH2:58][CH2:59][CH2:60][NH:61][C:62]([C@@H:63]([NH:64][C:65]([CH2:66][C:67]1[CH:68]=[CH:69][C:70]([O:73][CH3:74])=[CH:71][CH:72]=1)=[O:75])[CH2:76][C:77]1[CH:78]=[CH:79][CH:80]=[CH:81][CH:82]=1)=[O:83])[CH3:53]. (7) Given the reactants [NH2:1][C@@:2]([C@@H:6]1[CH2:15][CH2:14][C:13]2[C:8](=[CH:9][CH:10]=[C:11]([CH2:16][CH2:17][CH2:18][CH2:19][CH2:20][CH2:21][CH2:22][CH3:23])[CH:12]=2)[CH2:7]1)([CH3:5])[CH2:3][OH:4].C(Cl)(Cl)Cl.C(=O)(O)[O-].[Na+].[C:33]([O:37][C:38](O[C:38]([O:37][C:33]([CH3:36])([CH3:35])[CH3:34])=[O:39])=[O:39])([CH3:36])([CH3:35])[CH3:34], predict the reaction product. The product is: [OH:4][CH2:3][C@:2]([NH:1][C:38](=[O:39])[O:37][C:33]([CH3:36])([CH3:35])[CH3:34])([C@@H:6]1[CH2:15][CH2:14][C:13]2[C:8](=[CH:9][CH:10]=[C:11]([CH2:16][CH2:17][CH2:18][CH2:19][CH2:20][CH2:21][CH2:22][CH3:23])[CH:12]=2)[CH2:7]1)[CH3:5]. (8) Given the reactants [H-].[Na+].[F:3][C:4]1[CH:13]=[C:12]2[C:7]([C:8](=[O:14])[NH:9][CH:10]=[N:11]2)=[CH:6][CH:5]=1.[CH2:15](Br)[C:16]1[CH:21]=[CH:20][CH:19]=[CH:18][CH:17]=1.O, predict the reaction product. The product is: [CH2:15]([N:9]1[C:8](=[O:14])[C:7]2[C:12](=[CH:13][C:4]([F:3])=[CH:5][CH:6]=2)[N:11]=[CH:10]1)[C:16]1[CH:21]=[CH:20][CH:19]=[CH:18][CH:17]=1. (9) Given the reactants C(O[C:4](=[C:11]1[C:19]2[C:14](=[CH:15][CH:16]=[C:17]([N+:20]([O-:22])=[O:21])[CH:18]=2)[NH:13][C:12]1=[O:23])[C:5]1[CH:10]=[CH:9][CH:8]=[CH:7][CH:6]=1)C.[N:24]1([CH2:30][CH2:31][C:32]2[CH:38]=[CH:37][C:35]([NH2:36])=[CH:34][CH:33]=2)[CH2:29][CH:28]=[CH:27][CH2:26][CH2:25]1, predict the reaction product. The product is: [N:24]1([CH2:30][CH2:31][C:32]2[CH:33]=[CH:34][C:35]([NH:36]/[C:4](=[C:11]3\[C:12](=[O:23])[NH:13][C:14]4[C:19]\3=[CH:18][C:17]([N+:20]([O-:22])=[O:21])=[CH:16][CH:15]=4)/[C:5]3[CH:6]=[CH:7][CH:8]=[CH:9][CH:10]=3)=[CH:37][CH:38]=2)[CH2:25][CH:26]=[CH:27][CH2:28][CH2:29]1. (10) Given the reactants [NH2:1][C:2]1[NH:6][N:5]=[CH:4][C:3]=1[C:7]([C:9]1[S:10][CH:11]=[CH:12][CH:13]=1)=[O:8].[Cl:14][C:15]1[CH:20]=[CH:19][C:18]([C:21](=O)[CH:22]=[CH:23]N(C)C)=[CH:17][C:16]=1[N:28]([CH3:32])[C:29](=[O:31])[CH3:30].C(OCC)(=O)C, predict the reaction product. The product is: [Cl:14][C:15]1[CH:20]=[CH:19][C:18]([C:21]2[N:6]3[N:5]=[CH:4][C:3]([C:7]([C:9]4[S:10][CH:11]=[CH:12][CH:13]=4)=[O:8])=[C:2]3[N:1]=[CH:23][CH:22]=2)=[CH:17][C:16]=1[N:28]([CH3:32])[C:29](=[O:31])[CH3:30].